This data is from Reaction yield outcomes from USPTO patents with 853,638 reactions. The task is: Predict the reaction yield, written as a fraction of the theoretical maximum amount of product (1.0 means a 100% yield; for example, 0.34 means a 34% yield). (1) The catalyst is N1CCOCC1. The yield is 0.720. The reactants are Cl[C:2]1[CH:7]=[CH:6][C:5]([C:8]([NH:10][C:11]2[S:12][C:13]([C:21](=[O:28])[C:22]3[CH:27]=[CH:26][CH:25]=[CH:24][CH:23]=3)=[C:14]([C:16]3[O:17][CH:18]=[CH:19][CH:20]=3)[N:15]=2)=[O:9])=[CH:4][N:3]=1.[OH2:29]. The product is [C:21]([C:13]1[S:12][C:11]([NH:10][C:8]([C:5]2[CH:6]=[CH:7][C:2]([N:3]3[CH2:4][CH2:5][O:29][CH2:7][CH2:2]3)=[N:3][CH:4]=2)=[O:9])=[N:15][C:14]=1[C:16]1[O:17][CH:18]=[CH:19][CH:20]=1)(=[O:28])[C:22]1[CH:27]=[CH:26][CH:25]=[CH:24][CH:23]=1. (2) The reactants are CC1(C)[O:6][CH:5]([CH2:7][O:8][C:9]2[CH:14]=[CH:13][C:12]([C:15]3[C:19]4[CH:20]=[C:21]([O:24][CH2:25][C:26]5[CH:31]=[CH:30][C:29]([C@@H:32]([C:39]#[C:40][CH3:41])[CH2:33][C:34]([O:36][CH2:37][CH3:38])=[O:35])=[CH:28][CH:27]=5)[CH:22]=[CH:23][C:18]=4[S:17][CH:16]=3)=[C:11]([CH3:42])[CH:10]=2)[CH2:4][O:3]1.C1COCC1.Cl. The catalyst is O. The product is [OH:6][CH:5]([CH2:4][OH:3])[CH2:7][O:8][C:9]1[CH:14]=[CH:13][C:12]([C:15]2[C:19]3[CH:20]=[C:21]([O:24][CH2:25][C:26]4[CH:31]=[CH:30][C:29]([C@@H:32]([C:39]#[C:40][CH3:41])[CH2:33][C:34]([O:36][CH2:37][CH3:38])=[O:35])=[CH:28][CH:27]=4)[CH:22]=[CH:23][C:18]=3[S:17][CH:16]=2)=[C:11]([CH3:42])[CH:10]=1. The yield is 0.190. (3) The reactants are [F:1][C:2]([F:11])([F:10])[C:3]1[N:8]=[C:7]([OH:9])[CH:6]=[CH:5][CH:4]=1.[F:12][C:13]1[CH:14]=[C:15]([CH:18]=[CH:19][C:20]=1F)[CH:16]=[O:17].C([O-])([O-])=O.[K+].[K+]. The yield is 0.443. The catalyst is CN(C=O)C.CC(=O)OCC. The product is [F:12][C:13]1[CH:14]=[C:15]([CH:18]=[CH:19][C:20]=1[O:9][C:7]1[CH:6]=[CH:5][CH:4]=[C:3]([C:2]([F:1])([F:10])[F:11])[N:8]=1)[CH:16]=[O:17]. (4) The reactants are Br[C:2]1[CH:7]=[CH:6][CH:5]=[CH:4][N:3]=1.[CH2:8]([C:12]1[S:13][C:14]2[CH:20]=[CH:19][CH:18]=[C:17]([Cl:21])[C:15]=2[N:16]=1)[CH2:9][C:10]#[CH:11]. No catalyst specified. The product is [Cl:21][C:17]1[C:15]2[N:16]=[C:12]([CH2:8][CH2:9][C:10]#[C:11][C:2]3[CH:7]=[CH:6][CH:5]=[CH:4][N:3]=3)[S:13][C:14]=2[CH:20]=[CH:19][CH:18]=1. The yield is 0.140. (5) The reactants are C([O:3][P:4]([CH2:9][CH2:10][CH2:11][NH:12][OH:13])(=[O:8])[O:5]CC)C.C([O-])(O)=O.[Na+]. The catalyst is Cl. The product is [OH:13][NH:12][CH2:11][CH2:10][CH2:9][P:4](=[O:3])([OH:8])[OH:5]. The yield is 0.618.